This data is from Reaction yield outcomes from USPTO patents with 853,638 reactions. The task is: Predict the reaction yield, written as a fraction of the theoretical maximum amount of product (1.0 means a 100% yield; for example, 0.34 means a 34% yield). (1) The reactants are [CH3:1][NH:2][C@H:3]([C:12]([OH:14])=[O:13])[C:4]([C:7]1[S:8][CH:9]=[CH:10][CH:11]=1)([CH3:6])[CH3:5].Cl.[CH3:16]/[C:17](=[CH:23]\[C@@H:24]([N:28]([CH3:37])[C:29](=[O:36])[C@H:30]([C:32]([CH3:35])([CH3:34])[CH3:33])[NH2:31])[CH:25]([CH3:27])[CH3:26])/[C:18]([O:20][CH2:21][CH3:22])=[O:19].Cl.CN(C)CCCN=C=NCC.CN1CCOCC1. The catalyst is CN(C)C=O. The product is [CH3:1][NH:2][C@H:3]([C:12]([NH:31][C@H:30]([C:29]([N:28]([C@@H:24]([CH:25]([CH3:26])[CH3:27])/[CH:23]=[C:17](\[CH3:16])/[C:18]([O:20][CH2:21][CH3:22])=[O:19])[CH3:37])=[O:36])[C:32]([CH3:34])([CH3:35])[CH3:33])=[O:14])[C:4]([C:7]1[S:8][CH:9]=[CH:10][CH:11]=1)([CH3:5])[CH3:6].[CH3:1][NH:2][C@@H:3]([C:12]([NH:31][C@H:30]([C:29]([N:28]([C@@H:24]([CH:25]([CH3:27])[CH3:26])/[CH:23]=[C:17](\[CH3:16])/[C:18]([O:20][CH2:21][CH3:22])=[O:19])[CH3:37])=[O:36])[C:32]([CH3:34])([CH3:33])[CH3:35])=[O:13])[C:4]([C:7]1[S:8][CH:9]=[CH:10][CH:11]=1)([CH3:6])[CH3:5]. The yield is 0.200. (2) The yield is 0.860. The reactants are [Br:1][C:2]1[CH:3]=[CH:4][C:5]([CH:8]=[O:9])=[N:6][CH:7]=1.[BH4-].[Na+].O. The catalyst is C(O)C.C1COCC1. The product is [Br:1][C:2]1[CH:3]=[CH:4][C:5]([CH2:8][OH:9])=[N:6][CH:7]=1. (3) The reactants are I[C:2]1[CH:11]=[CH:10][C:5]([C:6]([O:8][CH3:9])=[O:7])=[CH:4][CH:3]=1.[Cl-].[Li+].C([Mg]Cl)(C)C.[CH3:19][C:20]([CH3:25])([CH3:24])[CH2:21][CH:22]=[O:23].O. The catalyst is O1CCCC1. The product is [OH:23][CH:22]([C:2]1[CH:11]=[CH:10][C:5]([C:6]([O:8][CH3:9])=[O:7])=[CH:4][CH:3]=1)[CH2:21][C:20]([CH3:25])([CH3:24])[CH3:19]. The yield is 0.950. (4) The reactants are [C:1]([O:5][C:6]([NH:8][C@@H:9]1[CH2:13][CH2:12][NH:11][CH2:10]1)=[O:7])([CH3:4])([CH3:3])[CH3:2].C(N(CC)CC)C.[CH2:21]([O:28][C:29](Cl)=[O:30])[C:22]1[CH:27]=[CH:26][CH:25]=[CH:24][CH:23]=1.O. The catalyst is C(Cl)Cl. The product is [CH2:21]([O:28][C:29]([N:11]1[CH2:12][CH2:13][C@@H:9]([NH:8][C:6]([O:5][C:1]([CH3:4])([CH3:2])[CH3:3])=[O:7])[CH2:10]1)=[O:30])[C:22]1[CH:27]=[CH:26][CH:25]=[CH:24][CH:23]=1. The yield is 0.700.